This data is from Full USPTO retrosynthesis dataset with 1.9M reactions from patents (1976-2016). The task is: Predict the reactants needed to synthesize the given product. (1) Given the product [Br:1][C:2]1[C:7](=[O:8])[N:6]2[C:9]([CH3:13])=[CH:10][CH:11]=[CH:12][C:5]2=[N:4][C:3]=1[CH:14]=[O:15], predict the reactants needed to synthesize it. The reactants are: [Br:1][C:2]1[C:7](=[O:8])[N:6]2[C:9]([CH3:13])=[CH:10][CH:11]=[CH:12][C:5]2=[N:4][C:3]=1[CH2:14][OH:15]. (2) Given the product [CH:15]1[CH:16]=[C:17]2[C:8]([C:7]([C:11](=[O:18])[C:12]2=[CH:13][CH:14]=1)=[C:4]1[CH:5]=[CH:6][NH:1][CH:2]=[CH:3]1)=[O:23].[NH2:9][NH2:10], predict the reactants needed to synthesize it. The reactants are: [N:1]1[CH:6]=[CH:5][C:4]([CH2:7][C:8]2[C:17]3[C:12](=[CH:13][CH:14]=[CH:15][CH:16]=3)[C:11](=[O:18])[NH:10][N:9]=2)=[CH:3][CH:2]=1.C1(=O)OC(=[O:23])C2=CC=CC=C12.CC1C=CN=CC=1. (3) Given the product [CH2:1]([C:3]1[N:8]([C:9]2[CH:10]=[CH:11][C:12]([O:15][CH:16]3[CH2:21][CH2:20][CH2:19][C:18](=[O:22])[CH2:17]3)=[CH:13][CH:14]=2)[C:7](=[O:23])[C:6]([CH2:24][C:25]2[CH:30]=[CH:29][C:28]([C:31]3[CH:36]=[CH:35][CH:34]=[CH:33][C:32]=3[C:37]3[NH:41][C:40](=[O:42])[O:39][N:38]=3)=[CH:27][CH:26]=2)=[C:5]([CH2:43][CH2:44][CH3:45])[N:4]=1)[CH3:2], predict the reactants needed to synthesize it. The reactants are: [CH2:1]([C:3]1[N:8]([C:9]2[CH:14]=[CH:13][C:12]([O:15][CH:16]3[CH2:21][CH2:20][CH2:19][CH:18]([OH:22])[CH2:17]3)=[CH:11][CH:10]=2)[C:7](=[O:23])[C:6]([CH2:24][C:25]2[CH:30]=[CH:29][C:28]([C:31]3[CH:36]=[CH:35][CH:34]=[CH:33][C:32]=3[C:37]3[NH:41][C:40](=[O:42])[O:39][N:38]=3)=[CH:27][CH:26]=2)=[C:5]([CH2:43][CH2:44][CH3:45])[N:4]=1)[CH3:2].CC(OI1(OC(C)=O)(OC(C)=O)OC(=O)C2C1=CC=CC=2)=O. (4) Given the product [Br:1][C:2]1[CH:7]=[C:6]([CH:8]([C:11]2[CH:12]=[CH:13][CH:14]=[CH:15][CH:16]=2)[CH:9]=[CH2:10])[C:5]([NH:17][CH2:18][CH:19]([CH3:20])[CH3:21])=[C:4]([NH:22][C:24]([NH:23][C:26]2[CH:31]=[CH:30][C:29]([CH3:32])=[CH:28][CH:27]=2)=[O:25])[CH:3]=1, predict the reactants needed to synthesize it. The reactants are: [Br:1][C:2]1[CH:3]=[C:4]([NH2:22])[C:5]([NH:17][CH2:18][CH:19]([CH3:21])[CH3:20])=[C:6]([CH:8]([C:11]2[CH:16]=[CH:15][CH:14]=[CH:13][CH:12]=2)[CH:9]=[CH2:10])[CH:7]=1.[N:23]([C:26]1[CH:31]=[CH:30][C:29]([CH3:32])=[CH:28][CH:27]=1)=[C:24]=[O:25].BrC1C=C(C(C2C=CC=CC=2)C=C)C(NCC(C)C)=C(NC(NC2C=CC=CC=2F)=O)C=1. (5) Given the product [Cl:1][C:2]1[N:7]=[C:6]([CH2:8][C:12]([C:11]2[CH:16]=[CH:17][CH:18]=[C:19]([N+:20]([O-:22])=[O:21])[C:10]=2[F:9])=[O:13])[CH:5]=[CH:4][N:3]=1, predict the reactants needed to synthesize it. The reactants are: [Cl:1][C:2]1[N:7]=[C:6]([CH3:8])[CH:5]=[CH:4][N:3]=1.[F:9][C:10]1[C:19]([N+:20]([O-:22])=[O:21])=[CH:18][CH:17]=[CH:16][C:11]=1[C:12](OC)=[O:13].[Li+].C[Si]([N-][Si](C)(C)C)(C)C. (6) The reactants are: ClCCl.[CH3:4][C:5]1[S:9][C:8]2=[C:10]([NH2:14])[C:11]([CH3:13])=[N:12][N:7]2[CH:6]=1.[C:15](O[C:15]([O:17][C:18]([CH3:21])([CH3:20])[CH3:19])=[O:16])([O:17][C:18]([CH3:21])([CH3:20])[CH3:19])=[O:16].C(N(CC)CC)C. Given the product [C:18]([O:17][C:15](=[O:16])[NH:14][C:10]1[C:11]([CH3:13])=[N:12][N:7]2[CH:6]=[C:5]([CH3:4])[S:9][C:8]=12)([CH3:21])([CH3:20])[CH3:19], predict the reactants needed to synthesize it.